Predict the reaction yield, written as a fraction of the theoretical maximum amount of product (1.0 means a 100% yield; for example, 0.34 means a 34% yield). From a dataset of Reaction yield outcomes from USPTO patents with 853,638 reactions. (1) The reactants are [CH3:1][O:2][C:3]1[CH:8]=[CH:7][CH:6]=[CH:5][C:4]=1[SH:9].F[C:11]1[CH:16]=[CH:15][CH:14]=[CH:13][C:12]=1[N+:17]([O-:19])=[O:18].[CH3:20][O:21][C:22]1[CH:27]=[CH:26][CH:25]=[CH:24][C:23]=1[S:28][C:29]1[CH:35]=[CH:34][CH:33]=[CH:32][C:30]=1[NH2:31].[NH2:36][C:37]1[S:38][CH:39]=[CH:40][N:41]=1. No catalyst specified. The product is [CH3:1][O:2][C:3]1[CH:8]=[CH:7][CH:6]=[CH:5][C:4]=1[S:9][C:11]1[CH:16]=[CH:15][CH:14]=[CH:13][C:12]=1[N+:17]([O-:19])=[O:18].[CH3:20][O:21][C:22]1[CH:27]=[CH:26][CH:25]=[CH:24][C:23]=1[S:28][C:29]1[CH:35]=[CH:34][CH:33]=[CH:32][C:30]=1[NH:31][C:1]([NH:36][C:37]1[S:38][CH:39]=[CH:40][N:41]=1)=[O:2]. The yield is 0.820. (2) The reactants are [Cl:1][C:2]1[CH:7]=[CH:6][C:5]([C:8]2[O:9][C:10]3[CH:21]=[CH:20][C:19]([O:22][CH:23]([CH3:25])[CH3:24])=[CH:18][C:11]=3[C:12]=2[C:13]([O:15][CH2:16][CH3:17])=[O:14])=[CH:4][CH:3]=1.[N+:26]([O-])([OH:28])=[O:27]. The catalyst is C(Cl)(Cl)Cl.O. The product is [Cl:1][C:2]1[CH:7]=[CH:6][C:5]([C:8]2[O:9][C:10]3[CH:21]=[C:20]([N+:26]([O-:28])=[O:27])[C:19]([O:22][CH:23]([CH3:24])[CH3:25])=[CH:18][C:11]=3[C:12]=2[C:13]([O:15][CH2:16][CH3:17])=[O:14])=[CH:4][CH:3]=1. The yield is 0.320. (3) The catalyst is C(#N)C. The reactants are [F:1][C:2]([F:22])([O:6][C:7]1[CH:8]=[C:9]([CH2:13][NH:14][C:15]2[CH:16]=[C:17]([OH:21])[CH:18]=[CH:19][CH:20]=2)[CH:10]=[CH:11][CH:12]=1)[CH:3]([F:5])[F:4].[F:23][C:24]([F:29])([F:28])[CH:25]1[O:27][CH2:26]1.FC(F)(F)S([O-])(=O)=O.[Yb+3].FC(F)(F)S([O-])(=O)=O.FC(F)(F)S([O-])(=O)=O.O. The yield is 0.890. The product is [F:1][C:2]([F:22])([O:6][C:7]1[CH:8]=[C:9]([CH2:13][N:14]([CH2:26][CH:25]([OH:27])[C:24]([F:29])([F:28])[F:23])[C:15]2[CH:16]=[C:17]([OH:21])[CH:18]=[CH:19][CH:20]=2)[CH:10]=[CH:11][CH:12]=1)[CH:3]([F:4])[F:5]. (4) The product is [NH2:30][C:26]1([C:23]2[CH:24]=[CH:25][C:20]([C:12]3[O:11][C:9]4[N:10]=[C:5]([NH:4][CH2:3][CH2:2][NH2:1])[N:6]=[C:7]([O:38][CH3:39])[C:8]=4[C:13]=3[C:14]3[CH:15]=[CH:16][CH:17]=[CH:18][CH:19]=3)=[CH:21][CH:22]=2)[CH2:27][CH2:28][CH2:29]1. The catalyst is C(Cl)Cl. The yield is 0.370. The reactants are [NH2:1][CH2:2][CH2:3][NH:4][C:5]1[N:6]=[C:7]([O:38][CH3:39])[C:8]2[C:13]([C:14]3[CH:19]=[CH:18][CH:17]=[CH:16][CH:15]=3)=[C:12]([C:20]3[CH:25]=[CH:24][C:23]([C:26]4([NH:30]C(=O)OC(C)(C)C)[CH2:29][CH2:28][CH2:27]4)=[CH:22][CH:21]=3)[O:11][C:9]=2[N:10]=1.C(O)(C(F)(F)F)=O. (5) The reactants are [F:1][C:2]1[CH:10]=[CH:9][C:5]([C:6]([OH:8])=[O:7])=[CH:4][CH:3]=1.[Cl-].[CH2:12](O)[C:13]1[CH:18]=[CH:17][CH:16]=[CH:15][CH:14]=1.C(N(C(C)C)CC)(C)C. The catalyst is CCOCC.CN(C1C=CN=CC=1)C.C(Cl)Cl.CN(C=O)C. The product is [CH2:12]([O:7][C:6](=[O:8])[C:5]1[CH:9]=[CH:10][C:2]([F:1])=[CH:3][CH:4]=1)[C:13]1[CH:18]=[CH:17][CH:16]=[CH:15][CH:14]=1. The yield is 0.600.